From a dataset of Full USPTO retrosynthesis dataset with 1.9M reactions from patents (1976-2016). Predict the reactants needed to synthesize the given product. (1) Given the product [CH2:19]([O:21][C:22]1[CH:35]=[C:34]2[C:25]([C:26]([C:40]3[CH:45]=[CH:44][CH:43]=[C:42]([NH:46][C:4](=[O:5])[CH2:3][O:2][CH3:1])[CH:41]=3)=[N:27][CH:28]3[CH:33]2[CH2:32][CH:31]([O:36][C:37](=[O:39])[CH3:38])[CH2:30][CH2:29]3)=[CH:24][C:23]=1[O:47][CH3:48])[CH3:20], predict the reactants needed to synthesize it. The reactants are: [CH3:1][O:2][CH2:3][C:4](O)=[O:5].Cl.C(N=C=NCCCN(C)C)C.[CH2:19]([O:21][C:22]1[CH:35]=[C:34]2[C:25]([C:26]([C:40]3[CH:45]=[CH:44][CH:43]=[C:42]([NH2:46])[CH:41]=3)=[N:27][CH:28]3[CH:33]2[CH2:32][CH:31]([O:36][C:37](=[O:39])[CH3:38])[CH2:30][CH2:29]3)=[CH:24][C:23]=1[O:47][CH3:48])[CH3:20]. (2) Given the product [Cl:12][C:9]1[N:10]=[C:11]2[C:6](=[CH:7][CH:8]=1)[N:5]=[CH:4][C:3]([C:13](=[O:15])[CH3:14])=[C:2]2[NH:26][C@H:23]1[CH2:24][CH2:25][C@@H:20]([CH2:19][N:17]([CH3:18])[CH3:16])[CH2:21][CH2:22]1, predict the reactants needed to synthesize it. The reactants are: Cl[C:2]1[C:11]2[C:6](=[CH:7][CH:8]=[C:9]([Cl:12])[N:10]=2)[N:5]=[CH:4][C:3]=1[C:13](=[O:15])[CH3:14].[CH3:16][N:17]([CH2:19][C@@H:20]1[CH2:25][CH2:24][C@H:23]([NH2:26])[CH2:22][CH2:21]1)[CH3:18]. (3) Given the product [NH2:11][C@H:12]([CH2:29][P:30]([O:32][CH3:33])([O:34][CH3:35])=[O:31])[C:13]([NH:15][C:16]1[CH:21]=[CH:20][C:19]([N:22]2[CH2:27][CH2:26][O:25][CH2:24][C:23]2=[O:28])=[CH:18][CH:17]=1)=[O:14], predict the reactants needed to synthesize it. The reactants are: C(OC([NH:11][C@H:12]([CH2:29][P:30]([O:34][CH3:35])([O:32][CH3:33])=[O:31])[C:13]([NH:15][C:16]1[CH:21]=[CH:20][C:19]([N:22]2[CH2:27][CH2:26][O:25][CH2:24][C:23]2=[O:28])=[CH:18][CH:17]=1)=[O:14])=O)C1C=CC=CC=1.[H][H].